Predict the reaction yield, written as a fraction of the theoretical maximum amount of product (1.0 means a 100% yield; for example, 0.34 means a 34% yield). From a dataset of Reaction yield outcomes from USPTO patents with 853,638 reactions. The reactants are [Cl:1][C:2]1[CH:7]=[C:6]([Cl:8])[CH:5]=[CH:4][C:3]=1[CH2:9][NH2:10].[CH2:11]([O:13][CH:14]([O:19][CH2:20][CH3:21])[C:15](=[NH:18])OC)[CH3:12]. The catalyst is CO. The product is [Cl:1][C:2]1[CH:7]=[C:6]([Cl:8])[CH:5]=[CH:4][C:3]=1[CH2:9][NH:10][C:15](=[NH:18])[CH:14]([O:19][CH2:20][CH3:21])[O:13][CH2:11][CH3:12]. The yield is 0.727.